This data is from Peptide-MHC class I binding affinity with 185,985 pairs from IEDB/IMGT. The task is: Regression. Given a peptide amino acid sequence and an MHC pseudo amino acid sequence, predict their binding affinity value. This is MHC class I binding data. The peptide sequence is QEGVSVTVT. The MHC is HLA-A02:03 with pseudo-sequence HLA-A02:03. The binding affinity (normalized) is 0.